This data is from Reaction yield outcomes from USPTO patents with 853,638 reactions. The task is: Predict the reaction yield, written as a fraction of the theoretical maximum amount of product (1.0 means a 100% yield; for example, 0.34 means a 34% yield). The reactants are [OH:1][C:2]1[CH:3]=[CH:4][C:5]2[S:10][C:9]([C:11]3[CH:16]=[CH:15][CH:14]=[CH:13][N:12]=3)=[N:8][C:7](=[O:17])[C:6]=2[CH:18]=1.Br[CH2:20][CH2:21][CH2:22][C:23]1[CH:28]=[CH:27][CH:26]=[CH:25][CH:24]=1.C(=O)([O-])[O-].[K+].[K+].CN(C=O)C. The catalyst is O. The yield is 0.920. The product is [C:23]1([CH2:22][CH2:21][CH2:20][O:1][C:2]2[CH:3]=[CH:4][C:5]3[S:10][C:9]([C:11]4[CH:16]=[CH:15][CH:14]=[CH:13][N:12]=4)=[N:8][C:7](=[O:17])[C:6]=3[CH:18]=2)[CH:28]=[CH:27][CH:26]=[CH:25][CH:24]=1.